From a dataset of Peptide-MHC class II binding affinity with 134,281 pairs from IEDB. Regression. Given a peptide amino acid sequence and an MHC pseudo amino acid sequence, predict their binding affinity value. This is MHC class II binding data. (1) The peptide sequence is EKDYFAATQFEPLAA. The MHC is HLA-DPA10201-DPB11401 with pseudo-sequence HLA-DPA10201-DPB11401. The binding affinity (normalized) is 0.643. (2) The peptide sequence is VHAQTVEDEARRMWA. The MHC is DRB1_1201 with pseudo-sequence DRB1_1201. The binding affinity (normalized) is 0.0180. (3) The peptide sequence is GKIASCLNDNANGYF. The MHC is DRB1_1302 with pseudo-sequence DRB1_1302. The binding affinity (normalized) is 0.845. (4) The peptide sequence is ILFSYFQDLVITLPF. The MHC is HLA-DQA10501-DQB10301 with pseudo-sequence HLA-DQA10501-DQB10301. The binding affinity (normalized) is 0.238. (5) The peptide sequence is IAKVPPGPNITATYG. The MHC is DRB1_0701 with pseudo-sequence DRB1_0701. The binding affinity (normalized) is 0.186. (6) The binding affinity (normalized) is 0.394. The MHC is HLA-DQA10301-DQB10302 with pseudo-sequence HLA-DQA10301-DQB10302. The peptide sequence is EKKYFAATSFEPLAA. (7) The peptide sequence is EICEVVLAKSPDTTC. The MHC is HLA-DPA10201-DPB10501 with pseudo-sequence HLA-DPA10201-DPB10501. The binding affinity (normalized) is 0.121. (8) The peptide sequence is ALSDPYLSFAAALNG. The MHC is DRB5_0101 with pseudo-sequence DRB5_0101. The binding affinity (normalized) is 0.449.